From a dataset of Catalyst prediction with 721,799 reactions and 888 catalyst types from USPTO. Predict which catalyst facilitates the given reaction. Reactant: [Br:1][C:2]1[CH:3]=[CH:4][C:5]([O:9][CH3:10])=[C:6]([OH:8])[CH:7]=1.Br[CH2:12][CH2:13][CH2:14][O:15][CH3:16].C([O-])([O-])=O.[K+].[K+].CN(C=O)C. Product: [Br:1][C:2]1[CH:3]=[CH:4][C:5]([O:9][CH3:10])=[C:6]([O:8][CH2:12][CH2:13][CH2:14][O:15][CH3:16])[CH:7]=1. The catalyst class is: 69.